Task: Regression/Classification. Given a drug SMILES string, predict its toxicity properties. Task type varies by dataset: regression for continuous values (e.g., LD50, hERG inhibition percentage) or binary classification for toxic/non-toxic outcomes (e.g., AMES mutagenicity, cardiotoxicity, hepatotoxicity). Dataset: ld50_zhu.. Dataset: Acute oral toxicity (LD50) regression data from Zhu et al. (1) The molecule is CN(N=O)c1ccccc1. The rat oral LD50 is 2.78, given as -log10 of the dose in mol/kg body weight (higher means more acutely toxic). (2) The molecule is Cc1ccc2[nH]nnc2c1. The rat oral LD50 is 1.92, given as -log10 of the dose in mol/kg body weight (higher means more acutely toxic).